From a dataset of Peptide-MHC class I binding affinity with 185,985 pairs from IEDB/IMGT. Regression. Given a peptide amino acid sequence and an MHC pseudo amino acid sequence, predict their binding affinity value. This is MHC class I binding data. (1) The peptide sequence is SLVTSFLLM. The MHC is HLA-A02:02 with pseudo-sequence HLA-A02:02. The binding affinity (normalized) is 0.613. (2) The peptide sequence is RRAYSGKQY. The MHC is HLA-A02:03 with pseudo-sequence HLA-A02:03. The binding affinity (normalized) is 0.0847. (3) The binding affinity (normalized) is 0.0476. The peptide sequence is GHQAAMQML. The MHC is HLA-A26:01 with pseudo-sequence HLA-A26:01. (4) The peptide sequence is FIKDYRYTY. The MHC is HLA-C07:02 with pseudo-sequence HLA-C07:02. The binding affinity (normalized) is 0.510. (5) The peptide sequence is KLITQPLPA. The MHC is HLA-B27:03 with pseudo-sequence HLA-B27:03. The binding affinity (normalized) is 0.0847. (6) The peptide sequence is YADILLHSTY. The MHC is Mamu-A01 with pseudo-sequence Mamu-A01. The binding affinity (normalized) is 0. (7) The MHC is HLA-A02:12 with pseudo-sequence HLA-A02:12. The binding affinity (normalized) is 0.0847. The peptide sequence is NTFKFGVIY.